From a dataset of NCI-60 drug combinations with 297,098 pairs across 59 cell lines. Regression. Given two drug SMILES strings and cell line genomic features, predict the synergy score measuring deviation from expected non-interaction effect. (1) Drug 1: C1C(C(OC1N2C=NC3=C(N=C(N=C32)Cl)N)CO)O. Drug 2: COC1=C2C(=CC3=C1OC=C3)C=CC(=O)O2. Cell line: LOX IMVI. Synergy scores: CSS=24.3, Synergy_ZIP=-5.52, Synergy_Bliss=-3.32, Synergy_Loewe=-25.4, Synergy_HSA=-8.35. (2) Drug 1: CC1CCC2CC(C(=CC=CC=CC(CC(C(=O)C(C(C(=CC(C(=O)CC(OC(=O)C3CCCCN3C(=O)C(=O)C1(O2)O)C(C)CC4CCC(C(C4)OC)OCCO)C)C)O)OC)C)C)C)OC. Drug 2: CCN(CC)CCNC(=O)C1=C(NC(=C1C)C=C2C3=C(C=CC(=C3)F)NC2=O)C. Cell line: NCI/ADR-RES. Synergy scores: CSS=-6.95, Synergy_ZIP=6.47, Synergy_Bliss=3.02, Synergy_Loewe=-5.85, Synergy_HSA=-6.39. (3) Drug 1: C(=O)(N)NO. Drug 2: CNC(=O)C1=NC=CC(=C1)OC2=CC=C(C=C2)NC(=O)NC3=CC(=C(C=C3)Cl)C(F)(F)F. Cell line: DU-145. Synergy scores: CSS=0.122, Synergy_ZIP=-0.621, Synergy_Bliss=0.129, Synergy_Loewe=-1.60, Synergy_HSA=-1.00.